From a dataset of Catalyst prediction with 721,799 reactions and 888 catalyst types from USPTO. Predict which catalyst facilitates the given reaction. (1) Product: [Cl:28][C:26]1[N:27]=[C:23]([NH:10][CH2:9][C:6]2[CH:7]=[N:8][C:3]([C:2]([F:11])([F:1])[F:12])=[CH:4][CH:5]=2)[S:24][C:25]=1[CH:29]=[O:30]. The catalyst class is: 7. Reactant: [F:1][C:2]([F:12])([F:11])[C:3]1[N:8]=[CH:7][C:6]([CH2:9][NH2:10])=[CH:5][CH:4]=1.C(N(CC)C(C)C)(C)C.Cl[C:23]1[S:24][C:25]([CH:29]=[O:30])=[C:26]([Cl:28])[N:27]=1. (2) Reactant: [CH3:1][S:2]([CH:5]([C:7]1[CH:8]=[CH:9][C:10]([C:13]([F:16])([F:15])[F:14])=[N:11][CH:12]=1)[CH3:6])(=[NH:4])=[O:3].C(N(CC)CC)C.[C:24](Cl)(=[O:26])[CH3:25]. Product: [CH3:1][S:2](=[O:3])([CH:5]([C:7]1[CH:12]=[N:11][C:10]([C:13]([F:15])([F:16])[F:14])=[CH:9][CH:8]=1)[CH3:6])=[N:4][C:24](=[O:26])[CH3:25]. The catalyst class is: 4. (3) Reactant: [F:1][C:2]1[CH:7]=[CH:6][C:5]([N:8]([CH2:19][CH:20]([CH3:22])[CH3:21])[S:9]([C:12]2[CH:13]=[N:14][C:15](Cl)=[CH:16][CH:17]=2)(=[O:11])=[O:10])=[CH:4][CH:3]=1.[NH2:23][CH:24]1[CH2:29][CH2:28][N:27]([C:30]([O:32][C:33]([CH3:36])([CH3:35])[CH3:34])=[O:31])[CH2:26][CH2:25]1.CCN(C(C)C)C(C)C.C([O-])(O)=O.[Na+]. Product: [C:33]([O:32][C:30]([N:27]1[CH2:28][CH2:29][CH:24]([NH:23][C:15]2[CH:16]=[CH:17][C:12]([S:9](=[O:11])(=[O:10])[N:8]([C:5]3[CH:6]=[CH:7][C:2]([F:1])=[CH:3][CH:4]=3)[CH2:19][CH:20]([CH3:22])[CH3:21])=[CH:13][N:14]=2)[CH2:25][CH2:26]1)=[O:31])([CH3:36])([CH3:34])[CH3:35]. The catalyst class is: 290. (4) Product: [CH2:1]([NH:8][CH2:9][C:10]1[CH2:16][N:15]([CH2:17][C:18](=[O:29])[NH:19][CH:20]2[CH2:24][C:23](=[O:25])[O:22][CH:21]2[OH:26])[C:14](=[O:30])[CH:13]([NH:31][C:32]([C:34]2[C:43]3[C:38](=[CH:39][CH:40]=[CH:41][CH:42]=3)[CH:37]=[CH:36][N:35]=2)=[O:33])[CH2:12][CH:11]=1)[C:2]1[CH:3]=[CH:4][CH:5]=[CH:6][CH:7]=1. Reactant: [CH2:1]([NH:8][CH2:9][C:10]1[CH2:16][N:15]([CH2:17][C:18](=[O:29])[NH:19][CH:20]2[CH2:24][C:23](=[O:25])[O:22][CH:21]2[O:26]CC)[C:14](=[O:30])[CH:13]([NH:31][C:32]([C:34]2[C:43]3[C:38](=[CH:39][CH:40]=[CH:41][CH:42]=3)[CH:37]=[CH:36][N:35]=2)=[O:33])[CH2:12][CH:11]=1)[C:2]1[CH:7]=[CH:6][CH:5]=[CH:4][CH:3]=1.C(O)(C(F)(F)F)=O. The catalyst class is: 144. (5) Reactant: [F:1][C:2]1[CH:9]=[CH:8][C:7]([CH:10]=[O:11])=[CH:6][C:3]=1[C:4]#[N:5].CC(=CC)C.[O-:17]Cl=O.[Na+]. Product: [C:4]([C:3]1[CH:6]=[C:7]([CH:8]=[CH:9][C:2]=1[F:1])[C:10]([OH:17])=[O:11])#[N:5]. The catalyst class is: 664. (6) Reactant: [NH2:1][C:2]1[N:10]=[C:9]([NH2:11])[CH:8]=[CH:7][C:3]=1[C:4]([OH:6])=O.Cl.C(N=C=NCCCN(C)C)C.ON1C2C=CC=CC=2N=N1.[CH2:34]([C:41]1[S:45][C:44]([CH2:46][NH2:47])=[CH:43][CH:42]=1)[C:35]1[CH:40]=[CH:39][CH:38]=[CH:37][CH:36]=1. Product: [NH2:1][C:2]1[N:10]=[C:9]([NH2:11])[CH:8]=[CH:7][C:3]=1[C:4]([NH:47][CH2:46][C:44]1[S:45][C:41]([CH2:34][C:35]2[CH:40]=[CH:39][CH:38]=[CH:37][CH:36]=2)=[CH:42][CH:43]=1)=[O:6]. The catalyst class is: 550. (7) Reactant: [CH3:1][O:2][C:3]1[C:23]2[CH2:22][NH+:10]3[CH2:11][CH2:12][C:13]4[C:18]([C:9]3=[C:8]([CH3:24])[C:7]=2[CH:6]=[CH:5][C:4]=1[O:25][CH3:26])=[CH:17][C:16]1[O:19][CH2:20][O:21][C:15]=1[CH:14]=4.[I-].[C:28]([Mg]Br)([CH3:30])=[CH2:29].O1CCCC1. Product: [C:28]([CH:22]1[N:10]2[CH2:11][CH2:12][C:13]3[C:18]([C:9]2=[C:8]([CH3:24])[C:7]2[CH:6]=[CH:5][C:4]([O:25][CH3:26])=[C:3]([O:2][CH3:1])[C:23]1=2)=[CH:17][C:16]1[O:19][CH2:20][O:21][C:15]=1[CH:14]=3)([CH3:30])=[CH2:29]. The catalyst class is: 27.